Dataset: Reaction yield outcomes from USPTO patents with 853,638 reactions. Task: Predict the reaction yield, written as a fraction of the theoretical maximum amount of product (1.0 means a 100% yield; for example, 0.34 means a 34% yield). The reactants are [F:1][C:2]1[C:3]([C:23]([N:25]2[CH2:30][CH2:29][O:28][CH2:27][CH2:26]2)=[O:24])=[CH:4][C:5]2[O:9]C(C3C=CC=CC=3)(C3C=CC=CC=3)[O:7][C:6]=2[CH:22]=1.C([SiH](CC)CC)C. The catalyst is FC(F)(F)C(O)=O. The product is [F:1][C:2]1[CH:22]=[C:6]([OH:7])[C:5]([OH:9])=[CH:4][C:3]=1[C:23]([N:25]1[CH2:30][CH2:29][O:28][CH2:27][CH2:26]1)=[O:24]. The yield is 0.940.